Dataset: Forward reaction prediction with 1.9M reactions from USPTO patents (1976-2016). Task: Predict the product of the given reaction. (1) Given the reactants C([Si]([O:18][C@@H:19]([CH2:22][CH2:23]Br)[CH2:20]Br)(C1C=CC=CC=1)C1C=CC=CC=1)(C)(C)C.[F:25][C:26]1[C:27]([CH3:37])=[C:28]([CH2:32][C:33]([O:35][CH3:36])=[O:34])[CH:29]=[CH:30][CH:31]=1.[H-].[Na+].CCCC[N+](CCCC)(CCCC)CCCC.[F-], predict the reaction product. The product is: [F:25][C:26]1[C:27]([CH3:37])=[C:28]([C@:32]2([C:33]([O:35][CH3:36])=[O:34])[CH2:23][CH2:22][C@H:19]([OH:18])[CH2:20]2)[CH:29]=[CH:30][CH:31]=1. (2) Given the reactants [CH3:1][O:2][CH2:3][CH2:4][CH2:5][O:6][C:7]1[CH:8]=[C:9]([CH:29]=[CH:30][C:31]=1[O:32][CH3:33])[CH2:10][C@H:11]([CH:26]([CH3:28])[CH3:27])[CH2:12][C@H:13]([NH:18][C:19](=[O:25])[O:20][C:21]([CH3:24])([CH3:23])[CH3:22])[C@@H:14]([OH:17])[CH2:15][NH2:16].[CH3:34][N:35]([C:42]1[C:43](=O)[C:44](=[O:48])[C:45]=1[O:46]C)[C:36]([CH3:41])([CH2:38][CH2:39][CH3:40])[CH3:37], predict the reaction product. The product is: [CH3:1][O:2][CH2:3][CH2:4][CH2:5][O:6][C:7]1[CH:8]=[C:9]([CH:29]=[CH:30][C:31]=1[O:32][CH3:33])[CH2:10][C@H:11]([CH:26]([CH3:28])[CH3:27])[CH2:12][C@H:13]([NH:18][C:19]([O:20][C:21]([CH3:24])([CH3:23])[CH3:22])=[O:25])[C@@H:14]([OH:17])[CH2:15][NH:16][C:43]1[C:44](=[O:48])[C:45](=[O:46])[C:42]=1[N:35]([CH3:34])[C:36]([CH3:37])([CH2:38][CH2:39][CH3:40])[CH3:41]. (3) Given the reactants [NH2:1][C:2]1[CH:7]=[CH:6][CH:5]=[CH:4][C:3]=1[NH:8][C:9](=[O:32])/[CH:10]=[CH:11]/[C:12]1[CH:16]=[CH:15][N:14]([S:17]([C:20]2[CH:25]=[CH:24][C:23]([C:26]3[CH:27]=[N:28][N:29]([CH3:31])[CH:30]=3)=[CH:22][CH:21]=2)(=[O:19])=[O:18])[CH:13]=1.[BrH:33], predict the reaction product. The product is: [BrH:33].[NH2:1][C:2]1[CH:7]=[CH:6][CH:5]=[CH:4][C:3]=1[NH:8][C:9](=[O:32])/[CH:10]=[CH:11]/[C:12]1[CH:16]=[CH:15][N:14]([S:17]([C:20]2[CH:25]=[CH:24][C:23]([C:26]3[CH:27]=[N:28][N:29]([CH3:31])[CH:30]=3)=[CH:22][CH:21]=2)(=[O:19])=[O:18])[CH:13]=1. (4) Given the reactants Cl.Cl.[NH2:3][CH:4]1[CH2:9][CH2:8][N:7]([CH2:10][CH2:11][N:12]2[C:21]3[C:16](=[CH:17][CH:18]=[C:19](F)[CH:20]=3)[N:15]=[CH:14][C:13]2=[O:23])[CH2:6][CH2:5]1.[CH3:24][O-:25].[Na+], predict the reaction product. The product is: [NH2:3][CH:4]1[CH2:9][CH2:8][N:7]([CH2:10][CH2:11][N:12]2[C:21]3[C:16](=[CH:17][CH:18]=[C:19]([O:25][CH3:24])[CH:20]=3)[N:15]=[CH:14][C:13]2=[O:23])[CH2:6][CH2:5]1. (5) Given the reactants [CH3:1][CH:2]([CH2:7][C@H:8]([C@@H:10]1[C@:27]2([CH3:28])[C@H:13]([C@H:14]3[C@H:24]([CH2:25][CH2:26]2)[C@:22]2([CH3:23])[C@@H:17]([CH2:18][C@H:19]([OH:29])[CH2:20][CH2:21]2)[CH2:16][C@H:15]3[OH:30])[CH2:12][CH2:11]1)[CH3:9])[C:3]([O:5]C)=[O:4].[OH-].[Na+].Cl, predict the reaction product. The product is: [CH3:1][C@@H:2]([CH2:7][C@H:8]([C@@H:10]1[C@:27]2([CH3:28])[C@H:13]([C@H:14]3[C@H:24]([CH2:25][CH2:26]2)[C@:22]2([CH3:23])[C@@H:17]([CH2:18][C@H:19]([OH:29])[CH2:20][CH2:21]2)[CH2:16][C@H:15]3[OH:30])[CH2:12][CH2:11]1)[CH3:9])[C:3]([OH:5])=[O:4].[CH3:1][C@H:2]([CH2:7][C@H:8]([C@@H:10]1[C@:27]2([CH3:28])[C@H:13]([C@H:14]3[C@H:24]([CH2:25][CH2:26]2)[C@:22]2([CH3:23])[C@@H:17]([CH2:18][C@H:19]([OH:29])[CH2:20][CH2:21]2)[CH2:16][C@H:15]3[OH:30])[CH2:12][CH2:11]1)[CH3:9])[C:3]([OH:5])=[O:4]. (6) The product is: [CH3:25][S:22]([C:19]1[CH:18]=[CH:17][C:16]([CH2:15][O:14][C:10]2[CH:11]=[CH:12][CH:13]=[C:4]([C:3]([OH:26])=[O:2])[C:5]=2[C:6]([OH:8])=[O:7])=[CH:21][CH:20]=1)(=[O:23])=[O:24]. Given the reactants C[O:2][C:3](=[O:26])[C:4]1[C:5](=[C:10]([O:14][CH2:15][C:16]2[CH:21]=[CH:20][C:19]([S:22]([CH3:25])(=[O:24])=[O:23])=[CH:18][CH:17]=2)[CH:11]=[CH:12][CH:13]=1)[C:6]([O:8]C)=[O:7], predict the reaction product. (7) Given the reactants [Cl:1][C:2]1[C:3]([CH3:12])=[C:4]([NH:8][C:9](=[O:11])[CH3:10])[CH:5]=[CH:6][CH:7]=1.[Br:13]Br.O, predict the reaction product. The product is: [Br:13][C:7]1[CH:6]=[CH:5][C:4]([NH:8][C:9](=[O:11])[CH3:10])=[C:3]([CH3:12])[C:2]=1[Cl:1]. (8) The product is: [CH2:11]([C:9]1[N:8]([C@@H:13]2[C:21]3[C:16](=[CH:17][C:18]([C:22]4[CH:27]=[CH:26][CH:25]=[CH:24][C:23]=4[C:28]4[N:32]([C:33]([C:40]5[CH:41]=[CH:42][CH:43]=[CH:44][CH:45]=5)([C:34]5[CH:35]=[CH:36][CH:37]=[CH:38][CH:39]=5)[C:46]5[CH:47]=[CH:48][CH:49]=[CH:50][CH:51]=5)[N:31]=[N:30][N:29]=4)=[CH:19][CH:20]=3)[CH2:15][CH2:14]2)[C:6]2=[N:7][C:2]([CH2:60][C:59](=[O:58])[CH3:61])=[CH:3][C:4]([CH3:52])=[C:5]2[N:10]=1)[CH3:12]. Given the reactants Cl[C:2]1[N:7]=[C:6]2[N:8]([C@@H:13]3[C:21]4[C:16](=[CH:17][C:18]([C:22]5[CH:27]=[CH:26][CH:25]=[CH:24][C:23]=5[C:28]5[N:32]([C:33]([C:46]6[CH:51]=[CH:50][CH:49]=[CH:48][CH:47]=6)([C:40]6[CH:45]=[CH:44][CH:43]=[CH:42][CH:41]=6)[C:34]6[CH:39]=[CH:38][CH:37]=[CH:36][CH:35]=6)[N:31]=[N:30][N:29]=5)=[CH:19][CH:20]=4)[CH2:15][CH2:14]3)[C:9]([CH2:11][CH3:12])=[N:10][C:5]2=[C:4]([CH3:52])[CH:3]=1.N#N.C([O:58][C:59]([CH3:61])=[CH2:60])(=O)C.C1(P(C2C=CC=CC=2C2C(OC)=CC=CC=2OC)C2CCCCC2)CCCCC1.C[O-].C([Sn+](CCCC)CCCC)CCC, predict the reaction product. (9) Given the reactants [F:1][C:2]1[CH:3]=[C:4]([CH2:19][OH:20])[CH:5]=[CH:6][C:7]=1[O:8][C:9]1[CH:10]=[N:11][C:12]([C:15]([F:18])([F:17])[F:16])=[N:13][CH:14]=1.Cl[C:22]1[CH:33]=[C:26]2[N:27]([CH3:32])[C@@H:28]([CH3:31])[CH2:29][CH2:30][N:25]2[C:24](=[O:34])[N:23]=1, predict the reaction product. The product is: [F:1][C:2]1[CH:3]=[C:4]([CH:5]=[CH:6][C:7]=1[O:8][C:9]1[CH:14]=[N:13][C:12]([C:15]([F:17])([F:18])[F:16])=[N:11][CH:10]=1)[CH2:19][O:20][C:22]1[CH:33]=[C:26]2[N:27]([CH3:32])[C@@H:28]([CH3:31])[CH2:29][CH2:30][N:25]2[C:24](=[O:34])[N:23]=1. (10) Given the reactants [CH2:1]([OH:3])[CH3:2].[K].Cl[C:6]1[C:7]([C:16]([F:19])([F:18])[F:17])=[CH:8][C:9]([N+:13]([O-:15])=[O:14])=[C:10]([NH2:12])[CH:11]=1.Cl, predict the reaction product. The product is: [CH2:1]([O:3][NH:12][C:10]1[CH:11]=[CH:6][C:7]([C:16]([F:19])([F:18])[F:17])=[CH:8][C:9]=1[N+:13]([O-:15])=[O:14])[CH3:2].